Dataset: Catalyst prediction with 721,799 reactions and 888 catalyst types from USPTO. Task: Predict which catalyst facilitates the given reaction. (1) Reactant: [Br:1][C:2]1[CH:3]=[C:4]([C@@:8]2([CH3:20])[NH:13][C:12](=S)[C@:11]([CH3:19])([C:15]([F:18])([F:17])[F:16])[O:10][CH2:9]2)[CH:5]=[CH:6][CH:7]=1.[NH4+:21].[OH-].C(OO)(C)(C)C.S(S([O-])=O)([O-])(=O)=O.[Na+].[Na+].C([O-])([O-])=O.[K+].[K+]. Product: [Br:1][C:2]1[CH:3]=[C:4]([C@:8]2([CH3:20])[CH2:9][O:10][C@@:11]([CH3:19])([C:15]([F:18])([F:17])[F:16])[C:12]([NH2:21])=[N:13]2)[CH:5]=[CH:6][CH:7]=1. The catalyst class is: 20. (2) Reactant: [Br:1][C:2]1[CH:3]=[C:4]([CH:8]([C:24]2([OH:30])[CH2:29][CH2:28][CH2:27][CH2:26][CH2:25]2)[C:9]([N:11]2[CH2:16][CH2:15][N:14]([C:17]([O:19][C:20]([CH3:23])([CH3:22])[CH3:21])=[O:18])[CH2:13][CH2:12]2)=O)[CH:5]=[CH:6][CH:7]=1.B.CO. Product: [Br:1][C:2]1[CH:3]=[C:4]([CH:8]([C:24]2([OH:30])[CH2:29][CH2:28][CH2:27][CH2:26][CH2:25]2)[CH2:9][N:11]2[CH2:12][CH2:13][N:14]([C:17]([O:19][C:20]([CH3:23])([CH3:22])[CH3:21])=[O:18])[CH2:15][CH2:16]2)[CH:5]=[CH:6][CH:7]=1. The catalyst class is: 7. (3) Reactant: CN.[CH2:3]([N:5](CC)CC)C.[Cl:10][C:11]1[N:16]=[C:15]([Cl:17])[C:14]([N+:18]([O-:20])=[O:19])=[C:13](Cl)[N:12]=1.O. Product: [Cl:10][C:11]1[N:12]=[C:13]([NH:5][CH3:3])[C:14]([N+:18]([O-:20])=[O:19])=[C:15]([Cl:17])[N:16]=1. The catalyst class is: 49. (4) Reactant: [NH2:1][C:2]1[CH:7]=[CH:6][C:5]([C:8]([F:11])([F:10])[F:9])=[CH:4][N:3]=1.Br[CH2:13][C:14]([C:16]1[CH:21]=[CH:20][CH:19]=[C:18]([O:22][CH3:23])[CH:17]=1)=O.[OH-].[Na+]. Product: [CH3:23][O:22][C:18]1[CH:17]=[C:16]([C:14]2[N:1]=[C:2]3[CH:7]=[CH:6][C:5]([C:8]([F:9])([F:11])[F:10])=[CH:4][N:3]3[CH:13]=2)[CH:21]=[CH:20][CH:19]=1. The catalyst class is: 8.